Dataset: Full USPTO retrosynthesis dataset with 1.9M reactions from patents (1976-2016). Task: Predict the reactants needed to synthesize the given product. (1) Given the product [CH:1]([N:4]1[C:13]2[C:8](=[CH:9][C:10]([O:14][CH2:15][C:16]#[CH:17])=[CH:11][CH:12]=2)[C:7]([C:18]2[CH:23]=[CH:22][C:21]([CH:24]([CH3:26])[CH3:25])=[CH:20][CH:19]=2)=[N:6][C:5]1=[S:37])([CH3:3])[CH3:2], predict the reactants needed to synthesize it. The reactants are: [CH:1]([N:4]1[C:13]2[C:8](=[CH:9][C:10]([O:14][CH2:15][C:16]#[CH:17])=[CH:11][CH:12]=2)[C:7]([C:18]2[CH:23]=[CH:22][C:21]([CH:24]([CH3:26])[CH3:25])=[CH:20][CH:19]=2)=[N:6][C:5]1=O)([CH3:3])[CH3:2].COC1C=CC(P2(SP(C3C=CC(OC)=CC=3)(=S)S2)=[S:37])=CC=1. (2) The reactants are: [OH:1][C:2]1[N:6]([C:7]2[CH:12]=[CH:11][C:10]([S:13]([OH:16])(=[O:15])=[O:14])=[CH:9][CH:8]=2)[N:5]=[C:4]([CH3:17])[CH:3]=1.[S:18]1[CH:22]=[CH:21][CH:20]=[C:19]1[CH:23]=O.C([O-])(=O)C.[NH4+:29]. Given the product [CH3:17][C:4]1[C:3](=[CH:23][C:19]2[S:18][CH:22]=[CH:21][CH:20]=2)[C:2](=[O:1])[N:6]([C:7]2[CH:8]=[CH:9][C:10]([S:13]([O-:16])(=[O:15])=[O:14])=[CH:11][CH:12]=2)[N:5]=1.[NH4+:29], predict the reactants needed to synthesize it.